The task is: Predict the product of the given reaction.. This data is from Forward reaction prediction with 1.9M reactions from USPTO patents (1976-2016). (1) Given the reactants [CH3:1][CH:2]([CH3:13])[CH2:3][C:4]1[CH:9]=[CH:8][C:7](B(O)O)=[CH:6][CH:5]=1.[Cl:14][C:15]1[N:20]=[C:19](Cl)[N:18]=[C:17]([O:22][CH3:23])[N:16]=1.C(=O)([O-])[O-].[Na+].[Na+], predict the reaction product. The product is: [Cl:14][C:15]1[N:20]=[C:19]([C:7]2[CH:8]=[CH:9][C:4]([CH2:3][CH:2]([CH3:13])[CH3:1])=[CH:5][CH:6]=2)[N:18]=[C:17]([O:22][CH3:23])[N:16]=1. (2) Given the reactants CI.[C:3]([O:7][C:8](=[O:25])[NH:9][C:10]1[CH:15]=[CH:14][C:13]([CH2:16][N:17]2[CH2:22][CH2:21][NH:20][CH2:19][C:18]2([CH3:24])[CH3:23])=[CH:12][N:11]=1)([CH3:6])([CH3:5])[CH3:4].[C:26](=O)([O-])[O-].[K+].[K+], predict the reaction product. The product is: [C:3]([O:7][C:8](=[O:25])[NH:9][C:10]1[CH:15]=[CH:14][C:13]([CH2:16][N:17]2[CH2:22][CH2:21][N:20]([CH3:26])[CH2:19][C:18]2([CH3:24])[CH3:23])=[CH:12][N:11]=1)([CH3:6])([CH3:4])[CH3:5]. (3) Given the reactants [CH3:1][C:2]1[C:6]([CH2:7][S:8][CH2:9][C:10]([OH:12])=O)=[C:5]([CH3:13])[O:4][N:3]=1.[CH3:14][N:15]([C:20]1[CH:25]=[CH:24][CH:23]=[CH:22][C:21]=1[CH3:26])[CH2:16][CH2:17][NH:18][CH3:19].CCN(CC)CC.C(P1(=O)OP(CCC)(=O)OP(CCC)(=O)O1)CC, predict the reaction product. The product is: [CH3:1][C:2]1[C:6]([CH2:7][S:8][CH2:9][C:10]([N:18]([CH3:19])[CH2:17][CH2:16][N:15]([CH3:14])[C:20]2[CH:25]=[CH:24][CH:23]=[CH:22][C:21]=2[CH3:26])=[O:12])=[C:5]([CH3:13])[O:4][N:3]=1. (4) Given the reactants C(O[C:6](=O)[NH:7][CH2:8][CH2:9][CH2:10][C:11]1[C:16]([NH2:17])=[N:15][CH:14]=[C:13](Br)[N:12]=1)(C)(C)C.F[C:21](F)(F)C(O)=O.C=O.C([BH3-])#N.[Na+].[C:33]([C:35]1[CH:36]=[N:37][C:38]([NH:53][CH2:54][C:55]2[CH:60]=[CH:59][C:58](B3OC(C)(C)C(C)(C)O3)=[CH:57][CH:56]=2)=[C:39]([CH:52]=1)[C:40]([NH:42][C@H:43]([C:45]1[CH:50]=[CH:49][C:48]([F:51])=[CH:47][CH:46]=1)[CH3:44])=[O:41])#[N:34].C(=O)(O)[O-].[Na+].O, predict the reaction product. The product is: [NH2:17][C:16]1[N:15]=[CH:14][C:13]([C:58]2[CH:59]=[CH:60][C:55]([CH2:54][NH:53][C:38]3[N:37]=[CH:36][C:35]([C:33]#[N:34])=[CH:52][C:39]=3[C:40]([NH:42][C@H:43]([C:45]3[CH:50]=[CH:49][C:48]([F:51])=[CH:47][CH:46]=3)[CH3:44])=[O:41])=[CH:56][CH:57]=2)=[N:12][C:11]=1[CH2:10][CH2:9][CH2:8][N:7]([CH3:6])[CH3:21].